From a dataset of Forward reaction prediction with 1.9M reactions from USPTO patents (1976-2016). Predict the product of the given reaction. Given the reactants [CH3:1][O:2][C:3]1[CH:8]=[C:7]([N:9]2[CH2:14][CH2:13][N:12]([CH3:15])[CH2:11][CH2:10]2)[N:6]=[CH:5][C:4]=1[NH2:16].CS([C:20]1[N:21]=[CH:22][C:23]2[CH:29]=[CH:28][C:27](=[O:30])[N:26]([C:31]3[CH:32]=[C:33]([NH:37][C:38](=[O:44])[O:39][C:40]([CH3:43])([CH3:42])[CH3:41])[CH:34]=[CH:35][CH:36]=3)[C:24]=2[N:25]=1)=O.CCN(C(C)C)C(C)C, predict the reaction product. The product is: [CH3:1][O:2][C:3]1[CH:8]=[C:7]([N:9]2[CH2:14][CH2:13][N:12]([CH3:15])[CH2:11][CH2:10]2)[N:6]=[CH:5][C:4]=1[NH:16][C:20]1[N:21]=[CH:22][C:23]2[CH:29]=[CH:28][C:27](=[O:30])[N:26]([C:31]3[CH:32]=[C:33]([NH:37][C:38](=[O:44])[O:39][C:40]([CH3:42])([CH3:41])[CH3:43])[CH:34]=[CH:35][CH:36]=3)[C:24]=2[N:25]=1.